This data is from Catalyst prediction with 721,799 reactions and 888 catalyst types from USPTO. The task is: Predict which catalyst facilitates the given reaction. (1) Reactant: Cl.[NH2:2][C@H:3]([C:5]1[C:6](=[O:17])[NH:7][C:8]2[C:13]([CH:14]=1)=[CH:12][C:11]([Cl:15])=[C:10]([F:16])[CH:9]=2)[CH3:4].F[C:19]1[C:24](=[O:25])[N:23]([CH3:26])[C:22]([C:27]#[N:28])=[CH:21][CH:20]=1.C(N(CC)C(C)C)(C)C.O. Product: [Cl:15][C:11]1[CH:12]=[C:13]2[C:8](=[CH:9][C:10]=1[F:16])[NH:7][C:6](=[O:17])[C:5]([C@@H:3]([NH:2][C:19]1[C:24](=[O:25])[N:23]([CH3:26])[C:22]([C:27]#[N:28])=[CH:21][CH:20]=1)[CH3:4])=[CH:14]2. The catalyst class is: 16. (2) Reactant: [F:1][C:2]([F:12])([F:11])[C:3]1[CH:8]=[CH:7][C:6]([CH:9]=[CH2:10])=[CH:5][CH:4]=1.Cl[CH:14]([NH:20][OH:21])[C:15]([O:17][CH2:18][CH3:19])=[O:16].C(N(CC)CC)C. Product: [F:1][C:2]([F:11])([F:12])[C:3]1[CH:4]=[CH:5][C:6]([CH:9]2[O:21][N:20]=[C:14]([C:15]([O:17][CH2:18][CH3:19])=[O:16])[CH2:10]2)=[CH:7][CH:8]=1. The catalyst class is: 1. (3) Reactant: [NH:1]1[CH:5]=[CH:4][C:3]([CH:6]([C:8]2[CH:17]=[CH:16][C:11]3[NH:12][C:13](=[O:15])[S:14][C:10]=3[CH:9]=2)[CH3:7])=[N:2]1.CC(C)([O-])C.[Li+].F[C:25]1[N:30]=[CH:29][C:28]([CH2:31][C:32]([CH3:35])([OH:34])[CH3:33])=[CH:27][CH:26]=1. Product: [OH:34][C:32]([CH3:35])([CH3:33])[CH2:31][C:28]1[CH:27]=[CH:26][C:25]([N:1]2[CH:5]=[CH:4][C:3]([CH:6]([C:8]3[CH:17]=[CH:16][C:11]4[NH:12][C:13](=[O:15])[S:14][C:10]=4[CH:9]=3)[CH3:7])=[N:2]2)=[N:30][CH:29]=1. The catalyst class is: 9. (4) Reactant: [Cl:1][C:2]1[C:3]([CH:9]=[O:10])=[N:4][CH:5]=[C:6](Cl)[N:7]=1.[CH3:11][O-:12].[Na+]. Product: [Cl:1][C:2]1[C:3]([CH:9]=[O:10])=[N:4][CH:5]=[C:6]([O:12][CH3:11])[N:7]=1. The catalyst class is: 5. (5) Reactant: [CH3:1][O-:2].[Na+].Cl[CH2:5][Si:6]([O:11][CH3:12])([O:9][CH3:10])[O:7][CH3:8]. Product: [CH3:1][O:2][CH2:5][Si:6]([O:11][CH3:12])([O:9][CH3:10])[O:7][CH3:8]. The catalyst class is: 5.